This data is from NCI-60 drug combinations with 297,098 pairs across 59 cell lines. The task is: Regression. Given two drug SMILES strings and cell line genomic features, predict the synergy score measuring deviation from expected non-interaction effect. (1) Drug 1: C1CCN(CC1)CCOC2=CC=C(C=C2)C(=O)C3=C(SC4=C3C=CC(=C4)O)C5=CC=C(C=C5)O. Drug 2: COC1=NC(=NC2=C1N=CN2C3C(C(C(O3)CO)O)O)N. Cell line: OVCAR-8. Synergy scores: CSS=1.68, Synergy_ZIP=1.78, Synergy_Bliss=4.09, Synergy_Loewe=1.72, Synergy_HSA=1.75. (2) Synergy scores: CSS=37.4, Synergy_ZIP=-3.37, Synergy_Bliss=-2.95, Synergy_Loewe=3.36, Synergy_HSA=4.14. Drug 2: C1=CN(C(=O)N=C1N)C2C(C(C(O2)CO)O)O.Cl. Drug 1: C1C(C(OC1N2C=C(C(=O)NC2=O)F)CO)O. Cell line: KM12. (3) Drug 1: CC1C(C(CC(O1)OC2CC(CC3=C2C(=C4C(=C3O)C(=O)C5=C(C4=O)C(=CC=C5)OC)O)(C(=O)CO)O)N)O.Cl. Drug 2: C1CCN(CC1)CCOC2=CC=C(C=C2)C(=O)C3=C(SC4=C3C=CC(=C4)O)C5=CC=C(C=C5)O. Cell line: OVCAR-8. Synergy scores: CSS=4.14, Synergy_ZIP=-3.41, Synergy_Bliss=-6.21, Synergy_Loewe=0.101, Synergy_HSA=-3.87. (4) Drug 1: CN(C)C1=NC(=NC(=N1)N(C)C)N(C)C. Drug 2: C1CN(CCN1C(=O)CCBr)C(=O)CCBr. Cell line: OVCAR3. Synergy scores: CSS=4.24, Synergy_ZIP=-1.24, Synergy_Bliss=1.58, Synergy_Loewe=-5.03, Synergy_HSA=-4.18. (5) Drug 1: CC1=C(C(CCC1)(C)C)C=CC(=CC=CC(=CC(=O)O)C)C. Drug 2: CCC(=C(C1=CC=CC=C1)C2=CC=C(C=C2)OCCN(C)C)C3=CC=CC=C3.C(C(=O)O)C(CC(=O)O)(C(=O)O)O. Cell line: SK-OV-3. Synergy scores: CSS=4.89, Synergy_ZIP=-1.68, Synergy_Bliss=1.57, Synergy_Loewe=0.983, Synergy_HSA=1.79. (6) Drug 1: C(=O)(N)NO. Drug 2: CCC1(CC2CC(C3=C(CCN(C2)C1)C4=CC=CC=C4N3)(C5=C(C=C6C(=C5)C78CCN9C7C(C=CC9)(C(C(C8N6C)(C(=O)OC)O)OC(=O)C)CC)OC)C(=O)OC)O.OS(=O)(=O)O. Cell line: HL-60(TB). Synergy scores: CSS=-9.06, Synergy_ZIP=4.01, Synergy_Bliss=-2.88, Synergy_Loewe=-8.77, Synergy_HSA=-9.67. (7) Cell line: RPMI-8226. Drug 1: CCC1(CC2CC(C3=C(CCN(C2)C1)C4=CC=CC=C4N3)(C5=C(C=C6C(=C5)C78CCN9C7C(C=CC9)(C(C(C8N6C)(C(=O)OC)O)OC(=O)C)CC)OC)C(=O)OC)O.OS(=O)(=O)O. Synergy scores: CSS=46.0, Synergy_ZIP=-4.61, Synergy_Bliss=-5.45, Synergy_Loewe=-2.64, Synergy_HSA=-2.37. Drug 2: CC1C(C(CC(O1)OC2CC(CC3=C2C(=C4C(=C3O)C(=O)C5=C(C4=O)C(=CC=C5)OC)O)(C(=O)CO)O)N)O.Cl.